From a dataset of Full USPTO retrosynthesis dataset with 1.9M reactions from patents (1976-2016). Predict the reactants needed to synthesize the given product. (1) Given the product [C:9]([C:8]1[CH:11]=[CH:12][C:5]([NH:4][CH2:3][C:2]([NH:1][C:27]([NH:26][C:23]2[CH:24]=[CH:25][C:20]([F:19])=[CH:21][CH:22]=2)=[O:28])([CH3:18])[CH3:17])=[CH:6][C:7]=1[C:13]([F:14])([F:15])[F:16])#[N:10], predict the reactants needed to synthesize it. The reactants are: [NH2:1][C:2]([CH3:18])([CH3:17])[CH2:3][NH:4][C:5]1[CH:12]=[CH:11][C:8]([C:9]#[N:10])=[C:7]([C:13]([F:16])([F:15])[F:14])[CH:6]=1.[F:19][C:20]1[CH:25]=[CH:24][C:23]([N:26]=[C:27]=[O:28])=[CH:22][CH:21]=1. (2) The reactants are: [F:1][C:2]1[C:10]2[CH2:9][CH2:8][CH2:7][CH2:6][C:5]=2[N:4]2[CH2:11][CH2:12][N:13]([C:16]3[N:23]=[CH:22][CH:21]=[C:20]([C:24]4[CH:29]=[C:28]([NH:30][C:31]5[CH:36]=[CH:35][C:34]([N:37]6[CH2:42][CH2:41][N:40]([CH:43]7[CH2:46][O:45][CH2:44]7)[CH2:39][CH2:38]6)=[CH:33][N:32]=5)[C:27](=[O:47])[N:26]([CH3:48])[CH:25]=4)[C:17]=3[CH:18]=[O:19])[C:14](=[O:15])[C:3]=12.[BH4-].[Na+]. Given the product [F:1][C:2]1[C:10]2[CH2:9][CH2:8][CH2:7][CH2:6][C:5]=2[N:4]2[CH2:11][CH2:12][N:13]([C:16]3[C:17]([CH2:18][OH:19])=[C:20]([C:24]4[CH:29]=[C:28]([NH:30][C:31]5[CH:36]=[CH:35][C:34]([N:37]6[CH2:38][CH2:39][N:40]([CH:43]7[CH2:46][O:45][CH2:44]7)[CH2:41][CH2:42]6)=[CH:33][N:32]=5)[C:27](=[O:47])[N:26]([CH3:48])[CH:25]=4)[CH:21]=[CH:22][N:23]=3)[C:14](=[O:15])[C:3]=12, predict the reactants needed to synthesize it. (3) Given the product [Cl:29][C:30]1[CH:31]=[C:32]([N:36]2[C:40]([CH2:41][NH:42][C:10](=[O:12])[CH:9]([C:6]3[CH:7]=[CH:8][C:3]([C:1]#[N:2])=[C:4]([F:14])[CH:5]=3)[CH3:13])=[CH:39][C:38]([C:43]([F:44])([F:45])[F:46])=[N:37]2)[CH:33]=[CH:34][CH:35]=1, predict the reactants needed to synthesize it. The reactants are: [C:1]([C:3]1[CH:8]=[CH:7][C:6]([CH:9]([CH3:13])[C:10]([OH:12])=O)=[CH:5][C:4]=1[F:14])#[N:2].C1C=CC2N(O)N=NC=2C=1.C(Cl)CCl.[Cl:29][C:30]1[CH:31]=[C:32]([N:36]2[C:40]([CH2:41][NH2:42])=[CH:39][C:38]([C:43]([F:46])([F:45])[F:44])=[N:37]2)[CH:33]=[CH:34][CH:35]=1. (4) Given the product [NH2:18][C:12]1[CH:11]=[C:10]2[C:15]([CH2:16][CH2:17][N:8]([C:3]3[CH:4]=[N:5][CH:6]=[CH:7][C:2]=3[CH3:1])[C:9]2=[O:21])=[CH:14][CH:13]=1, predict the reactants needed to synthesize it. The reactants are: [CH3:1][C:2]1[CH:7]=[CH:6][N:5]=[CH:4][C:3]=1[N:8]1[CH2:17][CH2:16][C:15]2[C:10](=[CH:11][C:12]([N+:18]([O-])=O)=[CH:13][CH:14]=2)[C:9]1=[O:21]. (5) Given the product [CH3:18][O:16][C:2]1[C:3]([C:12]([F:15])([F:14])[F:13])=[CH:4][C:5]([N+:9]([O-:11])=[O:10])=[C:6]([NH2:8])[CH:7]=1, predict the reactants needed to synthesize it. The reactants are: Cl[C:2]1[C:3]([C:12]([F:15])([F:14])[F:13])=[CH:4][C:5]([N+:9]([O-:11])=[O:10])=[C:6]([NH2:8])[CH:7]=1.[OH-:16].[K+].[CH3:18]O. (6) Given the product [F:37][C:29]1[CH:30]=[C:31]([N+:34]([O-:36])=[O:35])[CH:32]=[CH:33][C:28]=1[O:15][C:6]1[C:5]2[C:10](=[CH:11][C:12]([O:13][CH3:14])=[C:3]([O:2][CH3:1])[CH:4]=2)[N:9]=[CH:8][CH:7]=1, predict the reactants needed to synthesize it. The reactants are: [CH3:1][O:2][C:3]1[CH:4]=[C:5]2[C:10](=[CH:11][C:12]=1[O:13][CH3:14])[N:9]=[CH:8][CH:7]=[C:6]2[OH:15].C([O-])([O-])=O.[Cs+].[Cs+].CN(C=O)C.F[C:28]1[CH:33]=[CH:32][C:31]([N+:34]([O-:36])=[O:35])=[CH:30][C:29]=1[F:37].